Predict the reactants needed to synthesize the given product. From a dataset of Full USPTO retrosynthesis dataset with 1.9M reactions from patents (1976-2016). Given the product [O:70]1[CH2:71][CH2:72][N:67]([C:2]2[C:3]3[N:4]([N:8]=[CH:9][C:10]=3[C:11]([O:13][CH3:14])=[O:12])[CH:5]=[CH:6][CH:7]=2)[CH2:68][CH2:69]1, predict the reactants needed to synthesize it. The reactants are: Br[C:2]1[C:3]2[N:4]([N:8]=[CH:9][C:10]=2[C:11]([O:13][CH3:14])=[O:12])[CH:5]=[CH:6][CH:7]=1.C1C=CC(P(C2C(C3C(P(C4C=CC=CC=4)C4C=CC=CC=4)=CC=C4C=3C=CC=C4)=C3C(C=CC=C3)=CC=2)C2C=CC=CC=2)=CC=1.C([O-])([O-])=O.[Cs+].[Cs+].[NH:67]1[CH2:72][CH2:71][O:70][CH2:69][CH2:68]1.